From a dataset of NCI-60 drug combinations with 297,098 pairs across 59 cell lines. Regression. Given two drug SMILES strings and cell line genomic features, predict the synergy score measuring deviation from expected non-interaction effect. (1) Drug 1: CC1=C(C=C(C=C1)NC(=O)C2=CC=C(C=C2)CN3CCN(CC3)C)NC4=NC=CC(=N4)C5=CN=CC=C5. Drug 2: C1=NC2=C(N=C(N=C2N1C3C(C(C(O3)CO)O)F)Cl)N. Cell line: ACHN. Synergy scores: CSS=0.659, Synergy_ZIP=-1.52, Synergy_Bliss=3.41, Synergy_Loewe=-40.1, Synergy_HSA=-10.3. (2) Drug 1: C1=CC=C(C=C1)NC(=O)CCCCCCC(=O)NO. Drug 2: CN(CC1=CN=C2C(=N1)C(=NC(=N2)N)N)C3=CC=C(C=C3)C(=O)NC(CCC(=O)O)C(=O)O. Cell line: MDA-MB-231. Synergy scores: CSS=5.97, Synergy_ZIP=0.458, Synergy_Bliss=0.912, Synergy_Loewe=3.90, Synergy_HSA=1.82. (3) Cell line: DU-145. Synergy scores: CSS=37.7, Synergy_ZIP=5.10, Synergy_Bliss=4.24, Synergy_Loewe=-35.7, Synergy_HSA=-4.08. Drug 1: CC1C(C(=O)NC(C(=O)N2CCCC2C(=O)N(CC(=O)N(C(C(=O)O1)C(C)C)C)C)C(C)C)NC(=O)C3=C4C(=C(C=C3)C)OC5=C(C(=O)C(=C(C5=N4)C(=O)NC6C(OC(=O)C(N(C(=O)CN(C(=O)C7CCCN7C(=O)C(NC6=O)C(C)C)C)C)C(C)C)C)N)C. Drug 2: CCC1=C2CN3C(=CC4=C(C3=O)COC(=O)C4(CC)O)C2=NC5=C1C=C(C=C5)O. (4) Drug 2: CC1=CC2C(CCC3(C2CCC3(C(=O)C)OC(=O)C)C)C4(C1=CC(=O)CC4)C. Cell line: DU-145. Synergy scores: CSS=-3.15, Synergy_ZIP=1.62, Synergy_Bliss=2.84, Synergy_Loewe=-4.15, Synergy_HSA=-2.30. Drug 1: CS(=O)(=O)C1=CC(=C(C=C1)C(=O)NC2=CC(=C(C=C2)Cl)C3=CC=CC=N3)Cl. (5) Drug 1: CN1CCC(CC1)COC2=C(C=C3C(=C2)N=CN=C3NC4=C(C=C(C=C4)Br)F)OC. Drug 2: C1CCC(C(C1)N)N.C(=O)(C(=O)[O-])[O-].[Pt+4]. Cell line: SR. Synergy scores: CSS=59.9, Synergy_ZIP=4.12, Synergy_Bliss=0.225, Synergy_Loewe=-28.7, Synergy_HSA=0.236. (6) Drug 1: C1CN1C2=NC(=NC(=N2)N3CC3)N4CC4. Drug 2: CC1C(C(CC(O1)OC2CC(CC3=C2C(=C4C(=C3O)C(=O)C5=C(C4=O)C(=CC=C5)OC)O)(C(=O)C)O)N)O.Cl. Cell line: NCI-H322M. Synergy scores: CSS=15.5, Synergy_ZIP=-3.24, Synergy_Bliss=1.97, Synergy_Loewe=-13.0, Synergy_HSA=-1.13. (7) Drug 1: C1CC(=O)NC(=O)C1N2CC3=C(C2=O)C=CC=C3N. Drug 2: C1CNP(=O)(OC1)N(CCCl)CCCl. Cell line: M14. Synergy scores: CSS=0.616, Synergy_ZIP=0.122, Synergy_Bliss=0.0913, Synergy_Loewe=0.455, Synergy_HSA=-0.357. (8) Drug 1: CC1=CC2C(CCC3(C2CCC3(C(=O)C)OC(=O)C)C)C4(C1=CC(=O)CC4)C. Drug 2: C1CNP(=O)(OC1)N(CCCl)CCCl. Cell line: HOP-92. Synergy scores: CSS=-8.47, Synergy_ZIP=8.00, Synergy_Bliss=7.59, Synergy_Loewe=-3.34, Synergy_HSA=-1.77.